Dataset: Peptide-MHC class II binding affinity with 134,281 pairs from IEDB. Task: Regression. Given a peptide amino acid sequence and an MHC pseudo amino acid sequence, predict their binding affinity value. This is MHC class II binding data. (1) The peptide sequence is PTSENNAHHVCWLEA. The MHC is DRB1_1101 with pseudo-sequence DRB1_1101. The binding affinity (normalized) is 0. (2) The binding affinity (normalized) is 0.0191. The peptide sequence is PDYKYLMDEEVPA. The MHC is HLA-DPA10201-DPB10501 with pseudo-sequence HLA-DPA10201-DPB10501. (3) The binding affinity (normalized) is 0.245. The peptide sequence is MGQFISFMQEIPTFL. The MHC is DRB1_0802 with pseudo-sequence DRB1_0802. (4) The MHC is HLA-DPA10103-DPB10401 with pseudo-sequence HLA-DPA10103-DPB10401. The peptide sequence is IQLKCSDSMPCKDIK. The binding affinity (normalized) is 0.196. (5) The peptide sequence is GRKNGSFIIDGKSRK. The MHC is DRB1_1101 with pseudo-sequence DRB1_1101. The binding affinity (normalized) is 0.661. (6) The peptide sequence is TVMAPDKPSLDISLE. The MHC is HLA-DQA10103-DQB10603 with pseudo-sequence HLA-DQA10103-DQB10603. The binding affinity (normalized) is 0.230.